This data is from Peptide-MHC class II binding affinity with 134,281 pairs from IEDB. The task is: Regression. Given a peptide amino acid sequence and an MHC pseudo amino acid sequence, predict their binding affinity value. This is MHC class II binding data. (1) The peptide sequence is PTPVNIIGRNMLTQIGC. The MHC is H-2-IAb with pseudo-sequence H-2-IAb. The binding affinity (normalized) is 0.0437. (2) The peptide sequence is GIYYIRVVEVRQMQYDN. The MHC is DRB1_0101 with pseudo-sequence DRB1_0101. The binding affinity (normalized) is 0.371. (3) The peptide sequence is YREEIYRKGLGNFVQ. The MHC is DRB1_0802 with pseudo-sequence DRB1_0802. The binding affinity (normalized) is 0.493.